From a dataset of Catalyst prediction with 721,799 reactions and 888 catalyst types from USPTO. Predict which catalyst facilitates the given reaction. (1) Reactant: [CH3:1][O:2][C:3]1[C:4]([CH2:9]O)=[N:5][CH:6]=[CH:7][CH:8]=1.[OH:11][C:12]1[CH:17]=[C:16]([Br:18])[CH:15]=[CH:14][N:13]=1.C1(P(C2C=CC=CC=2)C2C=CC=CC=2)C=CC=CC=1.N(C(OCC)=O)=NC(OCC)=O.C(=O)([O-])O.[Na+]. Product: [NH3:5].[Br:18][C:16]1[CH:15]=[CH:14][N:13]([CH2:9][C:4]2[C:3]([O:2][CH3:1])=[CH:8][CH:7]=[CH:6][N:5]=2)[C:12](=[O:11])[CH:17]=1. The catalyst class is: 4. (2) Reactant: [Cl:1][C:2]1[CH:3]=[C:4]2[C:12](=[C:13]([Cl:15])[CH:14]=1)[NH:11][C:10]1[CH2:9][C:8]([CH3:17])([CH3:16])[CH2:7][C:6](=[O:18])[C:5]2=1.Br[CH2:20][CH2:21][CH2:22][CH2:23][CH2:24][C:25]([O:27][CH2:28][CH3:29])=[O:26].[H-].[Na+]. Product: [Cl:15][C:13]1[C:12]2[N:11]([CH2:20][CH2:21][CH2:22][CH2:23][CH2:24][C:25]([O:27][CH2:28][CH3:29])=[O:26])[C:10]3[CH2:9][C:8]([CH3:16])([CH3:17])[CH2:7][C:6](=[O:18])[C:5]=3[C:4]=2[CH:3]=[C:2]([Cl:1])[CH:14]=1. The catalyst class is: 3. (3) Reactant: [N:1]1([C:7]2[S:8][C:9]3[C:10](=[O:21])[NH:11][CH2:12][CH:13]=[C:14]([Sn](C)(C)C)[C:15]=3[N:16]=2)[CH2:6][CH2:5][O:4][CH2:3][CH2:2]1.[CH3:22][O:23][C:24](=[O:33])[C:25]1[CH:30]=[C:29]([Cl:31])[CH:28]=[CH:27][C:26]=1Br.[F-].[Cs+]. Product: [Cl:31][C:29]1[CH:28]=[CH:27][C:26]([C:14]2[C:15]3[N:16]=[C:7]([N:1]4[CH2:6][CH2:5][O:4][CH2:3][CH2:2]4)[S:8][C:9]=3[C:10](=[O:21])[NH:11][CH2:12][CH:13]=2)=[C:25]([CH:30]=1)[C:24]([O:23][CH3:22])=[O:33]. The catalyst class is: 555. (4) Product: [CH:26]1([C:32]([C:10]2[C:11](=[O:13])[O:12][CH:8]([CH2:7][CH:1]3[CH2:2][CH2:3][CH2:4][CH2:5][CH2:6]3)[C:9]=2[OH:14])=[O:33])[CH2:31][CH2:30][CH2:29][CH2:28][CH2:27]1. The catalyst class is: 251. Reactant: [CH:1]1([CH2:7][CH:8]2[O:12][C:11](=[O:13])[CH:10]=[C:9]2[OH:14])[CH2:6][CH2:5][CH2:4][CH2:3][CH2:2]1.CCN(CC)CC.C(Cl)CCl.[CH:26]1([C:32](O)=[O:33])[CH2:31][CH2:30][CH2:29][CH2:28][CH2:27]1.Cl.[Na+].[Cl-]. (5) Reactant: [C:1]([C:5]1[CH:10]=[CH:9][C:8]([C:11]2[CH:12]=[CH:13][CH:14]=[C:15]3[C:19]=2[CH2:18][C:17]([CH3:20])=[CH:16]3)=[CH:7][CH:6]=1)([CH3:4])([CH3:3])[CH3:2].[Li]CCCC.C([Cu])#N.[C:29]([C:33]1[CH:41]=[C:40]2[C:36]([CH:37]=[C:38]([CH3:46])[CH:39]2[Si:42](Cl)([CH3:44])[CH3:43])=[C:35]([C:47]2[CH:52]=[C:51]([C:53]([CH3:56])([CH3:55])[CH3:54])[CH:50]=[C:49]([C:57]([CH3:60])([CH3:59])[CH3:58])[CH:48]=2)[C:34]=1[O:61][CH3:62])([CH3:32])([CH3:31])[CH3:30]. Product: [C:29]([C:33]1[CH:41]=[C:40]2[C:36]([CH:37]=[C:38]([CH3:46])[CH:39]2[Si:42]([CH:16]2[C:15]3[C:19](=[C:11]([C:8]4[CH:9]=[CH:10][C:5]([C:1]([CH3:4])([CH3:2])[CH3:3])=[CH:6][CH:7]=4)[CH:12]=[CH:13][CH:14]=3)[CH:18]=[C:17]2[CH3:20])([CH3:44])[CH3:43])=[C:35]([C:47]2[CH:48]=[C:49]([C:57]([CH3:60])([CH3:59])[CH3:58])[CH:50]=[C:51]([C:53]([CH3:56])([CH3:55])[CH3:54])[CH:52]=2)[C:34]=1[O:61][CH3:62])([CH3:31])([CH3:30])[CH3:32]. The catalyst class is: 316. (6) Reactant: [C:1]1(=[O:22])[N:5]([CH2:6][CH:7]2[C:16]3[C:11](=[CH:12][CH:13]=[CH:14][CH:15]=3)[CH2:10][CH2:9][NH:8]2)[C:4](=[O:17])[C:3]2=[CH:18][CH:19]=[CH:20][CH:21]=[C:2]12.[CH3:23][C:24]([O:27][C:28](O[C:28]([O:27][C:24]([CH3:26])([CH3:25])[CH3:23])=[O:29])=[O:29])([CH3:26])[CH3:25].C([O-])(O)=O.[Na+]. Product: [C:4]1(=[O:17])[N:5]([CH2:6][CH:7]2[C:16]3[C:11](=[CH:12][CH:13]=[CH:14][CH:15]=3)[CH2:10][CH2:9][N:8]2[C:28]([O:27][C:24]([CH3:26])([CH3:25])[CH3:23])=[O:29])[C:1](=[O:22])[C:2]2=[CH:21][CH:20]=[CH:19][CH:18]=[C:3]12. The catalyst class is: 2. (7) Reactant: O.O.[Cl-:3].[Cl-].[CH2:5]([O:7][C:8]1[C:21]2[C:20]3[NH:19][CH2:18][CH2:17][CH2:16][C:15]=3[C:14](=[O:22])[NH:13][C:12]=2[CH:11]=[C:10]([CH2:23][N:24]2[CH2:29][CH2:28][O:27][CH2:26][CH2:25]2)[CH:9]=1)[CH3:6].O=P12OP3(OP(OP(O3)(O1)=O)(=O)O2)=O. Product: [Cl-:3].[Cl-:3].[CH2:5]([O:7][C:8]1[C:21]2[C:20]3[NH:19][CH2:18][CH2:17][CH2:16][C:15]=3[C:14](=[O:22])[NH:13][C:12]=2[CH:11]=[C:10]([CH2:23][N:24]2[CH2:25][CH2:26][O:27][CH2:28][CH2:29]2)[CH:9]=1)[CH3:6]. The catalyst class is: 6.